From a dataset of Full USPTO retrosynthesis dataset with 1.9M reactions from patents (1976-2016). Predict the reactants needed to synthesize the given product. (1) Given the product [NH2:8][C:11]1[CH:12]=[N:13][C:14]2[C:19]([C:20]=1[NH:21][CH2:22][CH2:23][NH:24][C:25](=[O:31])[O:26][C:27]([CH3:29])([CH3:28])[CH3:30])=[CH:18][CH:17]=[CH:16][CH:15]=2, predict the reactants needed to synthesize it. The reactants are: S([O-])([O-])(=O)=O.[Na+].[Na+].[N+:8]([C:11]1[CH:12]=[N:13][C:14]2[C:19]([C:20]=1[NH:21][CH2:22][CH2:23][NH:24][C:25](=[O:31])[O:26][C:27]([CH3:30])([CH3:29])[CH3:28])=[CH:18][CH:17]=[CH:16][CH:15]=2)([O-])=O. (2) Given the product [Cl:1][C:2]1[CH:3]=[CH:4][C:5]2[C:11]3[N:12]([CH2:13][C:14]4[CH:19]=[CH:18][C:17]([O:20][CH3:21])=[CH:16][C:15]=4[O:22][CH3:23])[C:31](=[O:32])[C:26]([C:27]([O:29][CH3:30])=[O:28])=[C:35]([OH:36])[C:10]=3[CH2:9][CH2:8][N:7]([CH3:24])[C:6]=2[CH:25]=1, predict the reactants needed to synthesize it. The reactants are: [Cl:1][C:2]1[CH:3]=[CH:4][C:5]2[C:11](=[N:12][CH2:13][C:14]3[CH:19]=[CH:18][C:17]([O:20][CH3:21])=[CH:16][C:15]=3[O:22][CH3:23])[CH2:10][CH2:9][CH2:8][N:7]([CH3:24])[C:6]=2[CH:25]=1.[CH:26]([C:35](OC)=[O:36])([C:31](OC)=[O:32])[C:27]([O:29][CH3:30])=[O:28]. (3) Given the product [OH:3][CH2:4][C:5]([N:8]1[CH2:9][CH2:10][N:11]([C:14]([O:16][C:17]([CH3:20])([CH3:19])[CH3:18])=[O:15])[CH2:12][CH2:13]1)([CH3:7])[CH3:6], predict the reactants needed to synthesize it. The reactants are: C([O:3][C:4](=O)[C:5]([N:8]1[CH2:13][CH2:12][N:11]([C:14]([O:16][C:17]([CH3:20])([CH3:19])[CH3:18])=[O:15])[CH2:10][CH2:9]1)([CH3:7])[CH3:6])C.[H-].[H-].[H-].[H-].[Li+].[Al+3]. (4) Given the product [CH2:17]([C:8]1[CH:9]=[C:10]([CH2:13][CH2:14][C:15]#[N:16])[CH:11]=[CH:12][C:7]=1[C:29]1[CH:30]=[CH:31][C:32]([O:33][CH3:34])=[C:27]([CH2:23][CH:24]([CH3:26])[CH3:25])[CH:28]=1)[CH:18]([CH3:20])[CH3:19], predict the reactants needed to synthesize it. The reactants are: FC(F)(F)S(O[C:7]1[CH:12]=[CH:11][C:10]([CH2:13][CH2:14][C:15]#[N:16])=[CH:9][C:8]=1[CH2:17][CH:18]([CH3:20])[CH3:19])(=O)=O.[CH2:23]([C:27]1[CH:28]=[C:29](B2OC(C)(C)C(C)(C)O2)[CH:30]=[CH:31][C:32]=1[O:33][CH3:34])[CH:24]([CH3:26])[CH3:25].C([O-])([O-])=O.[Na+].[Na+].C(Cl)Cl.